This data is from Full USPTO retrosynthesis dataset with 1.9M reactions from patents (1976-2016). The task is: Predict the reactants needed to synthesize the given product. (1) Given the product [O:1]([C:8]1[CH:9]=[CH:10][C:11]([NH:12][C:16](=[O:18])[CH3:17])=[CH:13][CH:14]=1)[C:2]1[CH:3]=[CH:4][CH:5]=[CH:6][CH:7]=1, predict the reactants needed to synthesize it. The reactants are: [O:1]([C:8]1[CH:14]=[CH:13][C:11]([NH2:12])=[CH:10][CH:9]=1)[C:2]1[CH:7]=[CH:6][CH:5]=[CH:4][CH:3]=1.C.[C:16](OC(=O)C)(=[O:18])[CH3:17].NC1C=CC=CC=1. (2) Given the product [C:31]1([C:7]2[C:28]3[C:23](=[CH:24][CH:25]=[CH:26][CH:27]=3)[O:22][C:9]3([CH2:14][CH2:13][N:12]([C:15]([O:17][C:18]([CH3:19])([CH3:21])[CH3:20])=[O:16])[CH2:11][CH2:10]3)[CH:8]=2)[CH:36]=[CH:35][CH:34]=[CH:33][CH:32]=1, predict the reactants needed to synthesize it. The reactants are: FC(F)(F)S(O[C:7]1[C:28]2[C:23](=[CH:24][CH:25]=[CH:26][CH:27]=2)[O:22][C:9]2([CH2:14][CH2:13][N:12]([C:15]([O:17][C:18]([CH3:21])([CH3:20])[CH3:19])=[O:16])[CH2:11][CH2:10]2)[CH:8]=1)(=O)=O.[C:31]1(B(O)O)[CH:36]=[CH:35][CH:34]=[CH:33][CH:32]=1.C([O-])([O-])=O.[K+].[K+]. (3) Given the product [Br:8][C:6]1[CH:7]=[C:2]([NH:1][C:17](=[O:19])[CH3:18])[C:3]([Cl:9])=[N:4][CH:5]=1, predict the reactants needed to synthesize it. The reactants are: [NH2:1][C:2]1[C:3]([Cl:9])=[N:4][CH:5]=[C:6]([Br:8])[CH:7]=1.C(N(CC)CC)C.[C:17](Cl)(=[O:19])[CH3:18]. (4) Given the product [C:1]([O:5][C:6]([N:8]1[C:13]([CH3:14])=[CH:12][CH2:11][CH2:10][CH:9]1[CH2:16][CH2:17][CH2:18][CH2:19][CH3:20])=[O:7])([CH3:4])([CH3:3])[CH3:2], predict the reactants needed to synthesize it. The reactants are: [C:1]([O:5][C:6]([N:8]1[C:13]([CH3:14])=[CH:12][C:11](Cl)=[CH:10][CH:9]1[CH2:16][CH2:17][CH2:18][CH2:19][CH2:20]C)=[O:7])([CH3:4])([CH3:3])[CH3:2].C(=O)([O-])[O-].[Li+].[Li+].[H][H]. (5) Given the product [Cl:42][C:39]1[CH:40]=[C:41]2[C:36]([CH:35]([OH:43])[C:34]([CH2:45][CH2:46][OH:47])([OH:44])[C:33](=[O:48])[N:32]2[CH:29]2[CH2:30][CH2:31][N:26]([C:24]([C:21]3[CH:22]=[CH:23][C:18]([C:13]4[CH:14]=[CH:15][CH:16]=[CH:17][C:12]=4[O:11][C@H:9]([CH3:10])[CH2:5][C:6]([OH:8])=[O:7])=[CH:19][C:20]=3[F:49])=[O:25])[CH2:27][CH2:28]2)=[N:37][CH:38]=1, predict the reactants needed to synthesize it. The reactants are: C([CH:5]([C@H:9]([O:11][C:12]1[CH:17]=[CH:16][CH:15]=[CH:14][C:13]=1[C:18]1[CH:23]=[CH:22][C:21]([C:24]([N:26]2[CH2:31][CH2:30][CH:29]([N:32]3[C:41]4[C:36](=[N:37][CH:38]=[C:39]([Cl:42])[CH:40]=4)[CH:35]([OH:43])[C:34]([CH2:45][CH2:46][OH:47])([OH:44])[C:33]3=[O:48])[CH2:28][CH2:27]2)=[O:25])=[C:20]([F:49])[CH:19]=1)[CH3:10])[C:6]([OH:8])=[O:7])(C)(C)C.C([SiH](CC)CC)C.FC(F)(F)C(O)=O. (6) Given the product [CH3:10][O:9][CH:8]([O:11][CH3:12])[C:6]1[CH:5]=[CH:4][N:3]=[C:2]([C:19]2[CH:18]=[CH:17][CH:16]=[C:15]([O:14][CH3:13])[N:20]=2)[CH:7]=1, predict the reactants needed to synthesize it. The reactants are: Br[C:2]1[CH:7]=[C:6]([CH:8]([O:11][CH3:12])[O:9][CH3:10])[CH:5]=[CH:4][N:3]=1.[CH3:13][O:14][C:15]1[N:20]=[C:19](B2OC(C)(C)C(C)(C)O2)[CH:18]=[CH:17][CH:16]=1.C(=O)([O-])[O-].[Cs+].[Cs+].